From a dataset of NCI-60 drug combinations with 297,098 pairs across 59 cell lines. Regression. Given two drug SMILES strings and cell line genomic features, predict the synergy score measuring deviation from expected non-interaction effect. (1) Drug 1: CC1=CC=C(C=C1)C2=CC(=NN2C3=CC=C(C=C3)S(=O)(=O)N)C(F)(F)F. Drug 2: CC1C(C(CC(O1)OC2CC(CC3=C2C(=C4C(=C3O)C(=O)C5=C(C4=O)C(=CC=C5)OC)O)(C(=O)CO)O)N)O.Cl. Cell line: MOLT-4. Synergy scores: CSS=50.3, Synergy_ZIP=2.87, Synergy_Bliss=2.62, Synergy_Loewe=-31.6, Synergy_HSA=-0.529. (2) Drug 1: C1CCC(CC1)NC(=O)N(CCCl)N=O. Drug 2: C1C(C(OC1N2C=C(C(=O)NC2=O)F)CO)O. Cell line: NCI-H522. Synergy scores: CSS=35.8, Synergy_ZIP=-6.98, Synergy_Bliss=-5.18, Synergy_Loewe=-4.44, Synergy_HSA=-2.20. (3) Drug 1: CCC1(CC2CC(C3=C(CCN(C2)C1)C4=CC=CC=C4N3)(C5=C(C=C6C(=C5)C78CCN9C7C(C=CC9)(C(C(C8N6C)(C(=O)OC)O)OC(=O)C)CC)OC)C(=O)OC)O.OS(=O)(=O)O. Drug 2: CCC1=C2CN3C(=CC4=C(C3=O)COC(=O)C4(CC)O)C2=NC5=C1C=C(C=C5)O. Cell line: NCIH23. Synergy scores: CSS=13.9, Synergy_ZIP=-6.64, Synergy_Bliss=1.29, Synergy_Loewe=-16.6, Synergy_HSA=1.40. (4) Synergy scores: CSS=10.5, Synergy_ZIP=-1.34, Synergy_Bliss=4.19, Synergy_Loewe=-8.16, Synergy_HSA=-0.849. Drug 1: COC1=C(C=C2C(=C1)N=CN=C2NC3=CC(=C(C=C3)F)Cl)OCCCN4CCOCC4. Cell line: MCF7. Drug 2: CN1C(=O)N2C=NC(=C2N=N1)C(=O)N. (5) Drug 1: CC1=C(C(CCC1)(C)C)C=CC(=CC=CC(=CC(=O)O)C)C. Drug 2: C1CCC(C(C1)N)N.C(=O)(C(=O)[O-])[O-].[Pt+4]. Cell line: OVCAR3. Synergy scores: CSS=12.8, Synergy_ZIP=3.38, Synergy_Bliss=6.83, Synergy_Loewe=-13.1, Synergy_HSA=1.07. (6) Drug 1: C1CN1P(=S)(N2CC2)N3CC3. Drug 2: C1C(C(OC1N2C=C(C(=O)NC2=O)F)CO)O. Cell line: U251. Synergy scores: CSS=20.1, Synergy_ZIP=-4.69, Synergy_Bliss=2.17, Synergy_Loewe=-5.78, Synergy_HSA=1.60. (7) Synergy scores: CSS=1.59, Synergy_ZIP=-1.00, Synergy_Bliss=-0.101, Synergy_Loewe=2.32, Synergy_HSA=1.02. Drug 2: CCCCCOC(=O)NC1=NC(=O)N(C=C1F)C2C(C(C(O2)C)O)O. Cell line: UACC-257. Drug 1: CCC1(CC2CC(C3=C(CCN(C2)C1)C4=CC=CC=C4N3)(C5=C(C=C6C(=C5)C78CCN9C7C(C=CC9)(C(C(C8N6C)(C(=O)OC)O)OC(=O)C)CC)OC)C(=O)OC)O.OS(=O)(=O)O. (8) Drug 1: C1=CC(=CC=C1CC(C(=O)O)N)N(CCCl)CCCl.Cl. Drug 2: CCC1(C2=C(COC1=O)C(=O)N3CC4=CC5=C(C=CC(=C5CN(C)C)O)N=C4C3=C2)O.Cl. Cell line: NCI-H522. Synergy scores: CSS=28.1, Synergy_ZIP=-11.7, Synergy_Bliss=-5.56, Synergy_Loewe=-36.9, Synergy_HSA=-1.39.